This data is from Forward reaction prediction with 1.9M reactions from USPTO patents (1976-2016). The task is: Predict the product of the given reaction. Given the reactants [Cl:1][C:2]1[CH:7]=[C:6]([C:8]2[O:9][CH:10]=[CH:11][CH:12]=2)[N:5]=[C:4]2[CH2:13][CH2:14][CH2:15][C:3]=12.[NH2:16][C:17]1[CH:22]=[CH:21][C:20]([CH2:23][CH2:24][OH:25])=[CH:19][CH:18]=1, predict the reaction product. The product is: [ClH:1].[O:9]1[CH:10]=[CH:11][CH:12]=[C:8]1[C:6]1[N:5]=[C:4]2[CH2:13][CH2:14][CH2:15][C:3]2=[C:2]([NH:16][C:17]2[CH:22]=[CH:21][C:20]([CH2:23][CH2:24][OH:25])=[CH:19][CH:18]=2)[CH:7]=1.